This data is from Full USPTO retrosynthesis dataset with 1.9M reactions from patents (1976-2016). The task is: Predict the reactants needed to synthesize the given product. Given the product [Cl:19][C:20]1[N:25]=[CH:24][C:23]([NH2:26])=[C:22]([C:34]2([CH2:35][CH3:36])[O:18][CH:14]([CH3:13])[CH:15]([CH3:16])[O:17]2)[CH:21]=1, predict the reactants needed to synthesize it. The reactants are: O.C1(C)C=CC(S(O)(=O)=O)=CC=1.[CH3:13][CH:14]([OH:18])[CH:15]([OH:17])[CH3:16].[Cl:19][C:20]1[N:25]=[CH:24][C:23]([NH:26]C(=O)OC(C)(C)C)=[C:22]([C:34](=O)[CH2:35][CH3:36])[CH:21]=1.